This data is from Full USPTO retrosynthesis dataset with 1.9M reactions from patents (1976-2016). The task is: Predict the reactants needed to synthesize the given product. (1) Given the product [F:73][C:15]1([F:14])[C@H:19]([O:20][C:21]([C:36]2[CH:37]=[CH:38][CH:39]=[CH:40][CH:41]=2)([C:30]2[CH:31]=[CH:32][CH:33]=[CH:34][CH:35]=2)[C:22]2[CH:23]=[CH:24][C:25]([O:28][CH3:29])=[CH:26][CH:27]=2)[C@@H:18]([CH:42]=[O:43])[O:17][C@H:16]1[N:44]1[CH:72]=[CH:71][C:48]([NH:49][C:50]([C:59]2[CH:60]=[CH:61][CH:62]=[CH:63][CH:64]=2)([C:65]2[CH:66]=[CH:67][CH:68]=[CH:69][CH:70]=2)[C:51]2[CH:56]=[CH:55][C:54]([O:57][CH3:58])=[CH:53][CH:52]=2)=[N:47][C:45]1=[O:46], predict the reactants needed to synthesize it. The reactants are: N1C=CC=CC=1.C(O)(C(F)(F)F)=O.[F:14][C:15]1([F:73])[C@H:19]([O:20][C:21]([C:36]2[CH:41]=[CH:40][CH:39]=[CH:38][CH:37]=2)([C:30]2[CH:35]=[CH:34][CH:33]=[CH:32][CH:31]=2)[C:22]2[CH:27]=[CH:26][C:25]([O:28][CH3:29])=[CH:24][CH:23]=2)[C@@H:18]([CH2:42][OH:43])[O:17][C@H:16]1[N:44]1[CH:72]=[CH:71][C:48]([NH:49][C:50]([C:65]2[CH:70]=[CH:69][CH:68]=[CH:67][CH:66]=2)([C:59]2[CH:64]=[CH:63][CH:62]=[CH:61][CH:60]=2)[C:51]2[CH:56]=[CH:55][C:54]([O:57][CH3:58])=[CH:53][CH:52]=2)=[N:47][C:45]1=[O:46].C1CCC(N=C=NC2CCCCC2)CC1. (2) Given the product [CH3:18][C:13]1[CH:14]=[CH:15][CH:16]=[C:17]2[C:12]=1[NH:11][N:10]=[C:9]2[C:6]1[CH:5]=[CH:4][C:3]([OH:2])=[CH:8][CH:7]=1, predict the reactants needed to synthesize it. The reactants are: C[O:2][C:3]1[CH:8]=[CH:7][C:6]([C:9]2[C:17]3[C:12](=[C:13]([CH3:18])[CH:14]=[CH:15][CH:16]=3)[NH:11][N:10]=2)=[CH:5][CH:4]=1.B(Br)(Br)Br.C1CCCCC=1. (3) Given the product [OH:13][CH2:14][C:15]1[CH:20]=[C:19]([C:7]2[CH:8]=[CH:9][CH:10]=[C:5]([C:4]([O:3][CH2:1][CH3:2])=[O:12])[CH:6]=2)[CH:18]=[CH:17][CH:16]=1, predict the reactants needed to synthesize it. The reactants are: [CH2:1]([O:3][C:4](=[O:12])[C:5]1[CH:10]=[CH:9][CH:8]=[C:7](Br)[CH:6]=1)[CH3:2].[OH:13][CH2:14][C:15]1[CH:16]=[C:17](B(O)O)[CH:18]=[CH:19][CH:20]=1.C(=O)([O-])[O-].[K+].[K+]. (4) Given the product [CH3:20][O:19][C:5]1[C:6]2[CH2:7][CH2:8][C@@H:9]([N:13]3[CH2:18][CH2:17][O:16][CH2:15][CH2:14]3)[CH2:10][CH2:11][C:12]=2[CH:2]=[CH:3][C:4]=1[NH2:21], predict the reactants needed to synthesize it. The reactants are: Cl[C:2]1[C:12]2[CH2:11][CH2:10][C@H:9]([N:13]3[CH2:18][CH2:17][O:16][CH2:15][CH2:14]3)[CH:8]=[CH:7][C:6]=2[C:5]([O:19][CH3:20])=[C:4]([N+:21]([O-])=O)[CH:3]=1.[H][H]. (5) Given the product [C:19]([C:16]1[CH:17]=[CH:18][C:13]([C:12]2[C:8]([C:6]#[N:7])=[C:9]([S:31][CH3:30])[NH:10][C:11]=2[CH3:21])=[CH:14][CH:15]=1)#[N:20], predict the reactants needed to synthesize it. The reactants are: C([Li])CCC.[C:6]([C:8]1[C:12]([C:13]2[CH:18]=[CH:17][C:16]([C:19]#[N:20])=[CH:15][CH:14]=2)=[C:11]([CH3:21])[N:10](C(OC(C)(C)C)=O)[C:9]=1I)#[N:7].[CH3:30][S:31]SC.[Cl-].[Na+]. (6) The reactants are: C(O[C:4](=[C:11]1[C:19]2[C:14](=[CH:15][CH:16]=[C:17]([N+:20]([O-:22])=[O:21])[CH:18]=2)[NH:13][C:12]1=[O:23])[C:5]1[CH:10]=[CH:9][CH:8]=[CH:7][CH:6]=1)C.[CH2:24]([O:26][C:27]([CH:29]1[CH2:34][CH2:33][N:32]([CH2:35][C:36]2[CH:42]=[CH:41][C:39]([NH2:40])=[CH:38][CH:37]=2)[CH2:31][CH2:30]1)=[O:28])[CH3:25]. Given the product [CH2:24]([O:26][C:27]([CH:29]1[CH2:30][CH2:31][N:32]([CH2:35][C:36]2[CH:42]=[CH:41][C:39]([NH:40]/[C:4](=[C:11]3\[C:12](=[O:23])[NH:13][C:14]4[C:19]\3=[CH:18][C:17]([N+:20]([O-:22])=[O:21])=[CH:16][CH:15]=4)/[C:5]3[CH:6]=[CH:7][CH:8]=[CH:9][CH:10]=3)=[CH:38][CH:37]=2)[CH2:33][CH2:34]1)=[O:28])[CH3:25], predict the reactants needed to synthesize it. (7) Given the product [CH3:28][O:27][C:24]1[CH:25]=[CH:26][C:21]([CH2:20][N:5]2[C:6]3[C:11](=[CH:10][CH:9]=[CH:8][CH:7]=3)[C:2]([CH3:1])([C:13]3[CH:18]=[CH:17][CH:16]=[CH:15][CH:14]=3)[NH:3][C:4]2=[O:12])=[CH:22][CH:23]=1, predict the reactants needed to synthesize it. The reactants are: [CH3:1][C:2]1([C:13]2[CH:18]=[CH:17][CH:16]=[CH:15][CH:14]=2)[C:11]2[C:6](=[CH:7][CH:8]=[CH:9][CH:10]=2)[NH:5][C:4](=[O:12])[NH:3]1.Cl[CH2:20][C:21]1[CH:26]=[CH:25][C:24]([O:27][CH3:28])=[CH:23][CH:22]=1.C([O-])([O-])=O.[Cs+].[Cs+].CI. (8) Given the product [CH:1]([NH:4][C:5]1[C:14]2[C:9](=[CH:10][C:11]([O:17][CH2:60][CH2:59][CH2:58][CH2:57][S:56][CH3:55])=[C:12]([O:15][CH3:16])[CH:13]=2)[N:8]=[CH:7][N:6]=1)([CH3:3])[CH3:2], predict the reactants needed to synthesize it. The reactants are: [CH:1]([NH:4][C:5]1[C:14]2[C:9](=[CH:10][C:11]([OH:17])=[C:12]([O:15][CH3:16])[CH:13]=2)[N:8]=[CH:7][N:6]=1)([CH3:3])[CH3:2].C1(P(C2C=CC=CC=2)C2C=CC=CC=2)C=CC=CC=1.C1CCN(C(/N=N/C(N2CCCCC2)=O)=O)CC1.[CH3:55][S:56][CH2:57][CH2:58][CH2:59][CH2:60]O. (9) The reactants are: F[C:2]1[C:7]([CH:8]=O)=[C:6]([I:10])[CH:5]=[CH:4][N:3]=1.O.[NH2:12][NH2:13]. Given the product [I:10][C:6]1[CH:5]=[CH:4][N:3]=[C:2]2[NH:12][N:13]=[CH:8][C:7]=12, predict the reactants needed to synthesize it. (10) The reactants are: [Cl:1][C:2]1[CH:10]=[C:9]2[C:5]([C:6]([C:11]([N:13]3[CH2:18][CH2:17][C:16]4([C:22]5[CH:23]=[CH:24][C:25]([F:27])=[CH:26][C:21]=5[C:20](=[O:28])[O:19]4)[CH2:15][CH2:14]3)=[O:12])=[CH:7][NH:8]2)=[CH:4][CH:3]=1.Br[CH2:30][C:31]1([F:35])[CH2:34][O:33][CH2:32]1. Given the product [Cl:1][C:2]1[CH:10]=[C:9]2[C:5]([C:6]([C:11]([N:13]3[CH2:18][CH2:17][C:16]4([C:22]5[CH:23]=[CH:24][C:25]([F:27])=[CH:26][C:21]=5[C:20](=[O:28])[O:19]4)[CH2:15][CH2:14]3)=[O:12])=[CH:7][N:8]2[CH2:30][C:31]2([F:35])[CH2:34][O:33][CH2:32]2)=[CH:4][CH:3]=1, predict the reactants needed to synthesize it.